From a dataset of Full USPTO retrosynthesis dataset with 1.9M reactions from patents (1976-2016). Predict the reactants needed to synthesize the given product. (1) Given the product [F:18][C:19]([F:37])([F:38])[C:20]1[CH:21]=[C:22]([CH:34]=[CH:35][CH:36]=1)[CH2:23][NH:24][C:25](=[O:33])[C:26]1[CH:27]=[CH:28][N:29]=[C:9]([C:4]2[CH:3]=[C:2]([Cl:1])[CH:7]=[CH:6][C:5]=2[NH2:8])[CH:31]=1, predict the reactants needed to synthesize it. The reactants are: [Cl:1][C:2]1[CH:7]=[CH:6][C:5]([NH2:8])=[C:4]([CH:9]2OC(C)(C)C(C)(C)O2)[CH:3]=1.[F:18][C:19]([F:38])([F:37])[C:20]1[CH:21]=[C:22]([CH:34]=[CH:35][CH:36]=1)[CH2:23][NH:24][C:25](=[O:33])[C:26]1[CH:31]=C[N:29]=[C:28](Br)[CH:27]=1.C(=O)([O-])[O-].[Na+].[Na+]. (2) Given the product [NH2:1][C:4]1[CH:5]=[CH:6][C:7]([C:10]2([C:13]([OH:15])=[O:14])[CH2:12][CH2:11]2)=[CH:8][CH:9]=1, predict the reactants needed to synthesize it. The reactants are: [N+:1]([C:4]1[CH:9]=[CH:8][C:7]([C:10]2([C:13]([OH:15])=[O:14])[CH2:12][CH2:11]2)=[CH:6][CH:5]=1)([O-])=O. (3) The reactants are: [CH2:1]([C:4]1[C:13]([OH:14])=[C:12]([O:15][CH3:16])[CH:11]=[C:10]2[C:5]=1[C:6]([NH:17][C:18]1[CH:23]=[CH:22][CH:21]=[C:20]([Br:24])[CH:19]=1)=[N:7][CH:8]=[N:9]2)[CH:2]=[CH2:3].[C:25]([O-])([O-])=O.[K+].[K+].CI. Given the product [CH2:1]([C:4]1[C:13]([O:14][CH3:25])=[C:12]([O:15][CH3:16])[CH:11]=[C:10]2[C:5]=1[C:6]([NH:17][C:18]1[CH:23]=[CH:22][CH:21]=[C:20]([Br:24])[CH:19]=1)=[N:7][CH:8]=[N:9]2)[CH:2]=[CH2:3], predict the reactants needed to synthesize it. (4) Given the product [Br:1][C:2]1[C:3]([O:14][C:12]([CH3:15])([CH3:13])[CH3:11])=[C:4]([CH:7]=[CH:8][CH:9]=1)[C:5]#[N:6], predict the reactants needed to synthesize it. The reactants are: [Br:1][C:2]1[C:3](F)=[C:4]([CH:7]=[CH:8][CH:9]=1)[C:5]#[N:6].[CH3:11][C:12]([CH3:15])([O-:14])[CH3:13].[K+]. (5) Given the product [NH2:8][C:9]1[C:14]([C:15]([C:17]2[CH:22]=[C:21]([F:23])[CH:20]=[CH:19][C:18]=2[O:24][CH3:25])=[O:16])=[CH:13][N:12]=[C:11]([NH:26][CH:27]2[CH2:28][CH2:29][N:30]([S:35]([CH2:33][CH3:34])(=[O:37])=[O:36])[CH2:31][CH2:32]2)[N:10]=1, predict the reactants needed to synthesize it. The reactants are: FC(F)(F)C(O)=O.[NH2:8][C:9]1[C:14]([C:15]([C:17]2[CH:22]=[C:21]([F:23])[CH:20]=[CH:19][C:18]=2[O:24][CH3:25])=[O:16])=[CH:13][N:12]=[C:11]([NH:26][CH:27]2[CH2:32][CH2:31][NH:30][CH2:29][CH2:28]2)[N:10]=1.[CH2:33]([S:35](Cl)(=[O:37])=[O:36])[CH3:34]. (6) Given the product [C:42]([C:39]1[N:40]=[CH:41][C:36]([CH2:2][CH2:1][C:3]2[CH:12]=[C:11]3[C:6]([C:7]([C:17]4[CH:22]=[CH:21][C:20]([O:23][CH3:24])=[CH:19][C:18]=4[F:25])=[CH:8][C:9]([C:13]([O:15][CH3:16])=[O:14])=[N:10]3)=[CH:5][CH:4]=2)=[CH:37][CH:38]=1)#[N:43], predict the reactants needed to synthesize it. The reactants are: [CH:1]([C:3]1[CH:12]=[C:11]2[C:6]([C:7]([C:17]3[CH:22]=[CH:21][C:20]([O:23][CH3:24])=[CH:19][C:18]=3[F:25])=[CH:8][C:9]([C:13]([O:15][CH3:16])=[O:14])=[N:10]2)=[CH:5][CH:4]=1)=[CH2:2].B1C2CCCC1CCC2.Br[C:36]1[CH:37]=[CH:38][C:39]([C:42]#[N:43])=[N:40][CH:41]=1.C(P(C12CC3CC(CC(C3)C1)C2)C12CC3CC(CC(C3)C1)C2)CCC.C(=O)([O-])[O-].[K+].[K+].N#N. (7) Given the product [ClH:47].[F:1][C:2]1[CH:7]=[CH:6][C:5]([F:8])=[CH:4][C:3]=1[C:9]1[C:10]([CH2:21][C:22]2[CH:36]=[CH:35][C:25]([O:26][CH2:27][CH2:28][N:29]3[CH2:30][CH2:31][CH2:32][CH2:33][CH2:34]3)=[CH:24][CH:23]=2)=[C:11]2[C:16](=[CH:17][CH:18]=1)[CH:15]=[C:14]([OH:19])[CH:13]=[CH:12]2, predict the reactants needed to synthesize it. The reactants are: [F:1][C:2]1[CH:7]=[CH:6][C:5]([F:8])=[CH:4][C:3]=1[C:9]1[CH:18]=[CH:17][C:16]2[C:11](=[CH:12][CH:13]=[C:14]([O:19]C)[CH:15]=2)[C:10]=1[CH2:21][C:22]1[CH:36]=[CH:35][C:25]([O:26][CH2:27][CH2:28][N:29]2[CH2:34][CH2:33][CH2:32][CH2:31][CH2:30]2)=[CH:24][CH:23]=1.B(Br)(Br)Br.C(=O)(O)[O-].[Na+].C(Cl)(Cl)[Cl:47].C(O)(C)C. (8) Given the product [C:17]([O:14][C:5]1[C:6]([CH3:13])=[C:7]([CH:11]=[CH:12][C:4]=1[CH2:1][CH:2]=[CH2:3])[C:8]([OH:10])=[O:9])(=[O:19])[CH3:18], predict the reactants needed to synthesize it. The reactants are: [CH2:1]([C:4]1[CH:12]=[CH:11][C:7]([C:8]([OH:10])=[O:9])=[C:6]([CH3:13])[C:5]=1[OH:14])[CH:2]=[CH2:3].[OH-].[Na+].[C:17](OC(=O)C)(=[O:19])[CH3:18].Cl.